This data is from Full USPTO retrosynthesis dataset with 1.9M reactions from patents (1976-2016). The task is: Predict the reactants needed to synthesize the given product. Given the product [CH2:39]([CH:46]1[CH2:10][CH2:9][N:8]([C:6]([NH:3][CH2:2][C:1]2[CH:16]=[CH:17][C:18]([CH2:21][NH:22][C:23](=[O:29])[O:24][C:25]([CH3:27])([CH3:26])[CH3:28])=[CH:19][CH:20]=2)=[O:7])[CH2:12][CH2:51]1)[C:40]1[CH:41]=[CH:42][CH:43]=[CH:44][CH:45]=1, predict the reactants needed to synthesize it. The reactants are: [CH:1]1N=C[N:3]([C:6]([N:8]2[CH:12]=N[CH:10]=[CH:9]2)=[O:7])[CH:2]=1.NCC1[CH:20]=[CH:19][C:18]([CH2:21][NH:22][C:23](=[O:29])[O:24][C:25]([CH3:28])([CH3:27])[CH3:26])=[CH:17][CH:16]=1.CCN(C(C)C)C(C)C.[CH2:39]([CH:46]1[CH2:51]CNCC1)[C:40]1[CH:45]=[CH:44][CH:43]=[CH:42][CH:41]=1.